Dataset: Full USPTO retrosynthesis dataset with 1.9M reactions from patents (1976-2016). Task: Predict the reactants needed to synthesize the given product. (1) Given the product [OH:1][CH:2]([CH2:3][NH:28][C@@H:26]([C:16]1[C:25]2[C:20](=[CH:21][CH:22]=[CH:23][CH:24]=2)[CH:19]=[CH:18][CH:17]=1)[CH3:27])[CH2:4][C:5]1[CH:15]=[CH:14][C:8]([C:9]([O:11][CH2:12][CH3:13])=[O:10])=[CH:7][CH:6]=1, predict the reactants needed to synthesize it. The reactants are: [O:1]1[CH2:3][CH:2]1[CH2:4][C:5]1[CH:15]=[CH:14][C:8]([C:9]([O:11][CH2:12][CH3:13])=[O:10])=[CH:7][CH:6]=1.[C:16]1([C@H:26]([NH2:28])[CH3:27])[C:25]2[C:20](=[CH:21][CH:22]=[CH:23][CH:24]=2)[CH:19]=[CH:18][CH:17]=1.Cl([O-])(=O)(=O)=O.[Li+]. (2) Given the product [CH:28]1([C@H:23]([NH:22][C:20]([C:11]2[C:10]([NH:9][C:7]([C:5]3[O:6][C:2]([C:36]4[C:37]([CH3:42])=[CH:38][C:39]([CH3:41])=[CH:40][C:35]=4[CH3:34])=[CH:3][CH:4]=3)=[O:8])=[CH:19][C:18]3[C:13](=[CH:14][CH:15]=[CH:16][CH:17]=3)[CH:12]=2)=[O:21])[C:24]([O:26][CH3:27])=[O:25])[CH2:33][CH2:32][CH2:31][CH2:30][CH2:29]1, predict the reactants needed to synthesize it. The reactants are: Br[C:2]1[O:6][C:5]([C:7]([NH:9][C:10]2[C:11]([C:20]([NH:22][C@@H:23]([CH:28]3[CH2:33][CH2:32][CH2:31][CH2:30][CH2:29]3)[C:24]([O:26][CH3:27])=[O:25])=[O:21])=[CH:12][C:13]3[C:18]([CH:19]=2)=[CH:17][CH:16]=[CH:15][CH:14]=3)=[O:8])=[CH:4][CH:3]=1.[CH3:34][C:35]1[CH:40]=[C:39]([CH3:41])[CH:38]=[C:37]([CH3:42])[C:36]=1B(O)O.C([O-])([O-])=O.[Na+].[Na+].CCCCCC.C(OCC)(=O)C. (3) Given the product [Br:15][C:16]1[CH:17]=[C:18]([CH:19]=[CH:20][CH:21]=1)[O:22][CH2:28][C@@H:24]1[CH2:25][CH2:26][CH2:27][O:23]1, predict the reactants needed to synthesize it. The reactants are: N(C(OC(C)C)=O)=NC(OC(C)C)=O.[Br:15][C:16]1[CH:17]=[C:18]([OH:22])[CH:19]=[CH:20][CH:21]=1.[O:23]1[CH2:27][CH2:26][CH2:25][C@H:24]1[CH2:28]O.C1(P(C2C=CC=CC=2)C2C=CC=CC=2)C=CC=CC=1.